This data is from Full USPTO retrosynthesis dataset with 1.9M reactions from patents (1976-2016). The task is: Predict the reactants needed to synthesize the given product. The reactants are: [Cl-].[CH3:2][O:3][CH2:4][P+](C1C=CC=CC=1)(C1C=CC=CC=1)C1C=CC=CC=1.CC(C)([O-])C.[K+].[CH2:30]([O:32][C:33]1[CH:38]=[CH:37][C:36]([CH:39]2[CH2:44][CH2:43][C:42](=O)[CH2:41][CH2:40]2)=[C:35]([F:46])[C:34]=1[F:47])[CH3:31].O. Given the product [CH2:30]([O:32][C:33]1[CH:38]=[CH:37][C:36]([CH:39]2[CH2:44][CH2:43][C:42](=[CH:2][O:3][CH3:4])[CH2:41][CH2:40]2)=[C:35]([F:46])[C:34]=1[F:47])[CH3:31], predict the reactants needed to synthesize it.